This data is from Catalyst prediction with 721,799 reactions and 888 catalyst types from USPTO. The task is: Predict which catalyst facilitates the given reaction. (1) Reactant: [Cl:1][C:2]1[CH:7]=[C:6]([Cl:8])[CH:5]=[CH:4][C:3]=1[C:9]([CH2:11][C:12]1[CH:17]=[CH:16][C:15]([Cl:18])=[CH:14][CH:13]=1)=[O:10].CO[CH:21](OC)[N:22]([CH3:24])[CH3:23]. Product: [CH3:21][N:22]([CH3:24])[CH:23]=[C:11]([C:12]1[CH:13]=[CH:14][C:15]([Cl:18])=[CH:16][CH:17]=1)[C:9]([C:3]1[CH:4]=[CH:5][C:6]([Cl:8])=[CH:7][C:2]=1[Cl:1])=[O:10]. The catalyst class is: 3. (2) Reactant: [I:1][C:2]1[C:10]([CH3:11])=[CH:9][CH:8]=[CH:7][C:3]=1[C:4](O)=[O:5].[H-].[Al+3].[Li+].[H-].[H-].[H-]. Product: [I:1][C:2]1[C:10]([CH3:11])=[CH:9][CH:8]=[CH:7][C:3]=1[CH2:4][OH:5]. The catalyst class is: 1. (3) Reactant: [CH2:1]([OH:5])[C:2]#[C:3][CH3:4].[H-].[Na+].F[C:9]1[CH:14]=[CH:13][C:12]([S:15]([N:18]([CH3:26])[CH:19]([CH:23]([CH3:25])[CH3:24])[C:20]([OH:22])=[O:21])(=[O:17])=[O:16])=[CH:11][CH:10]=1.Cl. Product: [CH2:1]([O:5][C:9]1[CH:14]=[CH:13][C:12]([S:15]([N:18]([CH3:26])[CH:19]([CH:23]([CH3:24])[CH3:25])[C:20]([OH:22])=[O:21])(=[O:17])=[O:16])=[CH:11][CH:10]=1)[C:2]#[C:3][CH3:4]. The catalyst class is: 18. (4) Reactant: C(OC(=O)[N:7]([C:9]1[CH:14]=[C:13]([O:15][CH2:16][C:17]2[CH:22]=[CH:21][CH:20]=[CH:19][CH:18]=2)[CH:12]=[CH:11][C:10]=1[NH:23][C:24](=O)[CH2:25][O:26][C:27]1[CH:32]=[CH:31][C:30]([CH2:33][CH:34]2[S:38][C:37](=[O:39])[NH:36][C:35]2=[O:40])=[CH:29][CH:28]=1)[CH3:8])(C)(C)C.[ClH:43]. Product: [ClH:43].[CH2:16]([O:15][C:13]1[CH:12]=[CH:11][C:10]2[N:23]=[C:24]([CH2:25][O:26][C:27]3[CH:28]=[CH:29][C:30]([CH2:33][CH:34]4[S:38][C:37](=[O:39])[NH:36][C:35]4=[O:40])=[CH:31][CH:32]=3)[N:7]([CH3:8])[C:9]=2[CH:14]=1)[C:17]1[CH:22]=[CH:21][CH:20]=[CH:19][CH:18]=1. The catalyst class is: 12. (5) Reactant: C[Si](C)(C)[CH:3]1[S:8][CH2:7][CH2:6][CH2:5][S:4]1.C([Li])CCC.[CH3:16][O:17][CH:18]1[CH:22]([CH:23]=O)[CH2:21][CH:20]([O:25][CH3:26])[O:19]1.[NH4+].[Cl-]. Product: [CH3:16][O:17][CH:18]1[CH:22]([CH:23]=[C:3]2[S:8][CH2:7][CH2:6][CH2:5][S:4]2)[CH2:21][CH:20]([O:25][CH3:26])[O:19]1. The catalyst class is: 1. (6) Reactant: [OH:1][C:2]1[CH:3]=[C:4]([C@@H:8]([NH:15][C:16](=[O:22])[O:17][C:18]([CH3:21])([CH3:20])[CH3:19])[C:9]2[CH:14]=[CH:13][CH:12]=[CH:11][CH:10]=2)[CH:5]=[CH:6][CH:7]=1.C([O-])([O-])=O.[K+].[K+].Cl[CH2:30][C:31]1[O:32][CH:33]=[C:34]([C:36]([O:38][CH3:39])=[O:37])[N:35]=1. Product: [C:18]([O:17][C:16]([NH:15][C@@H:8]([C:9]1[CH:14]=[CH:13][CH:12]=[CH:11][CH:10]=1)[C:4]1[CH:3]=[C:2]([CH:7]=[CH:6][CH:5]=1)[O:1][CH2:30][C:31]1[O:32][CH:33]=[C:34]([C:36]([O:38][CH3:39])=[O:37])[N:35]=1)=[O:22])([CH3:19])([CH3:21])[CH3:20]. The catalyst class is: 3.